This data is from Full USPTO retrosynthesis dataset with 1.9M reactions from patents (1976-2016). The task is: Predict the reactants needed to synthesize the given product. Given the product [Cl:1][C:2]1[CH:7]=[CH:6][C:5]([C:8]#[C:9][CH2:10][O:11][C:12]2[CH:17]=[CH:16][C:15]([S:18]([N:21]([CH2:23][C:24]([OH:26])=[O:25])[CH3:22])(=[O:20])=[O:19])=[CH:14][CH:13]=2)=[CH:4][CH:3]=1, predict the reactants needed to synthesize it. The reactants are: [Cl:1][C:2]1[CH:7]=[CH:6][C:5]([C:8]#[C:9][CH2:10][O:11][C:12]2[CH:17]=[CH:16][C:15]([S:18]([N:21]([CH2:23][C:24]([O:26]C(C)(C)C)=[O:25])[CH3:22])(=[O:20])=[O:19])=[CH:14][CH:13]=2)=[CH:4][CH:3]=1.[Li+].[OH-].